Dataset: Forward reaction prediction with 1.9M reactions from USPTO patents (1976-2016). Task: Predict the product of the given reaction. (1) Given the reactants [C:1]([O:5][CH3:6])(=[O:4])[C:2]#[CH:3].[N:7]([CH:10]([CH3:18])[C:11]([O:13]C(C)(C)C)=[O:12])=[N+:8]=[N-:9], predict the reaction product. The product is: [CH3:6][O:5][C:1]([C:2]1[N:9]=[N:8][N:7]([CH:10]([CH3:18])[C:11]([OH:13])=[O:12])[CH:3]=1)=[O:4]. (2) The product is: [CH2:22]([C:24]([C:43]1[CH:56]=[CH:55][C:46]([O:47][CH2:48][C@@H:49]2[O:53][C:52](=[O:54])[CH2:51][CH2:50]2)=[C:45]([CH3:57])[CH:44]=1)([C:27]1[CH:32]=[CH:31][C:30]([C:8]2[CH:13]=[CH:12][C:11]([C:14]([CH3:21])([O:16][Si:17]([CH3:20])([CH3:19])[CH3:18])[CH3:15])=[CH:10][CH:9]=2)=[C:29]([CH3:42])[CH:28]=1)[CH2:25][CH3:26])[CH3:23]. Given the reactants C(=O)([O-])[O-].[Na+].[Na+].Br[C:8]1[CH:13]=[CH:12][C:11]([C:14]([CH3:21])([O:16][Si:17]([CH3:20])([CH3:19])[CH3:18])[CH3:15])=[CH:10][CH:9]=1.[CH2:22]([C:24]([C:43]1[CH:56]=[CH:55][C:46]([O:47][CH2:48][C@@H:49]2[O:53][C:52](=[O:54])[CH2:51][CH2:50]2)=[C:45]([CH3:57])[CH:44]=1)([C:27]1[CH:32]=[CH:31][C:30](B2OC(C)(C)C(C)(C)O2)=[C:29]([CH3:42])[CH:28]=1)[CH2:25][CH3:26])[CH3:23].C(OCC)(=O)C, predict the reaction product. (3) Given the reactants [O-:1][CH2:2][CH3:3].[Na+].Br[CH2:6][CH2:7][CH2:8][CH2:9][CH2:10][CH2:11][C:12]([O:14][CH2:15][CH3:16])=[O:13], predict the reaction product. The product is: [CH2:2]([O:1][CH2:6][CH2:7][CH2:8][CH2:9][CH2:10][CH2:11][C:12]([O:14][CH2:15][CH3:16])=[O:13])[CH3:3]. (4) Given the reactants [Na].[NH2:2][C:3]1[C:4]([SH:11])=[N:5][C:6]([SH:10])=[N:7][C:8]=1[NH2:9].[F:12][C:13]1[C:20]([F:21])=[CH:19][CH:18]=[CH:17][C:14]=1[CH2:15]Br.C([O:26][CH2:27][CH3:28])(=O)C=O, predict the reaction product. The product is: [F:12][C:13]1[C:20]([F:21])=[CH:19][CH:18]=[CH:17][C:14]=1[CH2:15][S:10][C:6]1[N:5]=[C:4]([S:11][CH2:15][C:14]2[CH:17]=[CH:18][CH:19]=[C:20]([F:21])[C:13]=2[F:12])[C:3]2[N:2]=[CH:28][C:27](=[O:26])[NH:9][C:8]=2[N:7]=1. (5) The product is: [ClH:24].[C:1]1([CH3:14])[CH:6]=[CH:5][C:4]([C:7]23[CH2:12][CH:11]2[CH2:10][CH2:9][CH:8]3[NH2:22])=[CH:3][CH:2]=1.[ClH:24].[CH2:15]([O:13][CH2:8][CH3:9])[CH3:16]. Given the reactants [C:1]1([CH3:14])[CH:6]=[CH:5][C:4]([C:7]23[CH2:12][CH:11]2[CH2:10][CH2:9][C:8]3=[O:13])=[CH:3][CH:2]=1.[C:15]([O-])(=O)[CH3:16].[NH4+].[BH3-]C#[N:22].[Na+].[ClH:24].C#N, predict the reaction product. (6) Given the reactants [C:1]([C:3]1[C:4]([N:22]2[CH2:27][CH2:26][CH:25]([C:28]([OH:30])=O)[CH2:24][CH2:23]2)=[N:5][C:6]([CH2:15][N:16]2[CH2:20][CH2:19][CH2:18][C:17]2=[O:21])=[C:7]([C:9]([O:11][CH:12]([CH3:14])[CH3:13])=[O:10])[CH:8]=1)#[N:2].[F:31][C:32]1[CH:37]=[CH:36][C:35]([CH2:38][S:39]([NH2:42])(=[O:41])=[O:40])=[CH:34][CH:33]=1, predict the reaction product. The product is: [C:1]([C:3]1[C:4]([N:22]2[CH2:23][CH2:24][CH:25]([C:28](=[O:30])[NH:42][S:39]([CH2:38][C:35]3[CH:36]=[CH:37][C:32]([F:31])=[CH:33][CH:34]=3)(=[O:41])=[O:40])[CH2:26][CH2:27]2)=[N:5][C:6]([CH2:15][N:16]2[CH2:20][CH2:19][CH2:18][C:17]2=[O:21])=[C:7]([CH:8]=1)[C:9]([O:11][CH:12]([CH3:13])[CH3:14])=[O:10])#[N:2].